From a dataset of Full USPTO retrosynthesis dataset with 1.9M reactions from patents (1976-2016). Predict the reactants needed to synthesize the given product. (1) Given the product [F:20][C:21]1[CH:27]=[CH:26][CH:25]=[CH:24][C:22]=1[NH:23][C:2]1[C:3]2[N:4]([CH:17]=[N:18][CH:19]=2)[C:5]2[CH:6]=[CH:7][CH:8]=[C:9]([C:12]([O:14][CH2:15][CH3:16])=[O:13])[C:10]=2[N:11]=1, predict the reactants needed to synthesize it. The reactants are: Cl[C:2]1[C:3]2[N:4]([CH:17]=[N:18][CH:19]=2)[C:5]2[CH:6]=[CH:7][CH:8]=[C:9]([C:12]([O:14][CH2:15][CH3:16])=[O:13])[C:10]=2[N:11]=1.[F:20][C:21]1[CH:27]=[CH:26][CH:25]=[CH:24][C:22]=1[NH2:23]. (2) Given the product [CH2:46]([N:23]([CH2:27][CH3:26])[CH:20]([C:13]1[C:14]2[C:19](=[CH:18][CH:17]=[CH:16][CH:15]=2)[C:10]([C:5]2[C:6]([CH3:9])=[CH:7][CH:8]=[C:3]([O:2][CH3:1])[C:4]=2[CH3:22])=[N:11][CH:12]=1)[CH2:35][CH2:36][CH3:37])[C:40]1[CH:45]=[CH:44][CH:43]=[CH:42][CH:41]=1, predict the reactants needed to synthesize it. The reactants are: [CH3:1][O:2][C:3]1[C:4]([CH3:22])=[C:5]([C:10]2[C:19]3[C:14](=[CH:15][CH:16]=[CH:17][CH:18]=3)[C:13]([CH:20]=O)=[CH:12][N:11]=2)[C:6]([CH3:9])=[CH:7][CH:8]=1.[NH:23]1[C:27]2C=CC=C[C:26]=2N=N1.CCO.[CH2:35]([Mg]Cl)[CH2:36][CH3:37].[C:40]1([CH3:46])[CH:45]=[CH:44][CH:43]=[CH:42][CH:41]=1. (3) Given the product [C:38]([O:42][C:43](=[O:58])[NH:44][C:45]1([C:48]2[CH:53]=[CH:52][C:51]([C:54]([NH:56][NH:57][C:4]([CH:1]3[CH2:3][CH2:2]3)=[O:6])=[O:55])=[CH:50][N:49]=2)[CH2:47][CH2:46]1)([CH3:41])([CH3:39])[CH3:40], predict the reactants needed to synthesize it. The reactants are: [CH:1]1([C:4]([OH:6])=O)[CH2:3][CH2:2]1.CN(C(ON1N=NC2C=CC=NC1=2)=[N+](C)C)C.F[P-](F)(F)(F)(F)F.CCN(CC)CC.[C:38]([O:42][C:43](=[O:58])[NH:44][C:45]1([C:48]2[CH:53]=[CH:52][C:51]([C:54]([NH:56][NH2:57])=[O:55])=[CH:50][N:49]=2)[CH2:47][CH2:46]1)([CH3:41])([CH3:40])[CH3:39]. (4) Given the product [CH2:1]([O:3][C:4]([C:5]1[C:10](=[O:11])[C:12]2[C:17]([N:7]([CH2:9][C:38]3([C:43]4[CH:44]=[CH:45][CH:46]=[CH:47][CH:48]=4)[CH2:39][CH2:40][CH2:41][CH2:42]3)[CH:6]=1)=[N:16][CH:15]=[CH:14][N:13]=2)=[O:19])[CH3:2], predict the reactants needed to synthesize it. The reactants are: [CH2:1]([O:3][C:4](=[O:19])[C:5]([C:10]([C:12]1[C:17](Cl)=[N:16][CH:15]=[CH:14][N:13]=1)=[O:11])=[CH:6][N:7]([CH3:9])C)[CH3:2].C(OC(C1C(=O)C2C(=CC=CN=2)N(CC2[CH:42]=[CH:41][CH:40]=[CH:39][C:38]=2[C:43]2[CH:48]=[CH:47][CH:46]=[CH:45][CH:44]=2)C=1)=O)C. (5) The reactants are: [OH:1][C:2]1[CH:3]=[C:4]([CH2:8][CH2:9][C:10]([OH:12])=[O:11])[CH:5]=[CH:6][CH:7]=1.S(=O)(=O)(O)O.[CH2:18](O)[CH3:19]. Given the product [CH2:18]([O:11][C:10](=[O:12])[CH2:9][CH2:8][C:4]1[CH:5]=[CH:6][CH:7]=[C:2]([OH:1])[CH:3]=1)[CH3:19], predict the reactants needed to synthesize it. (6) Given the product [CH3:1][C:2]1[CH:7]=[C:6]([O:8][CH:9]2[CH2:12][N:11]([C:13](=[O:16])[CH2:14][CH3:15])[CH2:10]2)[CH:5]=[C:4]([CH3:17])[C:3]=1[C:18]1[CH:23]=[CH:22][CH:21]=[C:20]([CH2:24][O:25][C:26]2[CH:39]=[CH:38][C:29]3[C@H:30]([CH2:33][C:34]([OH:36])=[O:35])[CH2:31][O:32][C:28]=3[CH:27]=2)[CH:19]=1, predict the reactants needed to synthesize it. The reactants are: [CH3:1][C:2]1[CH:7]=[C:6]([O:8][CH:9]2[CH2:12][N:11]([C:13](=[O:16])[CH2:14][CH3:15])[CH2:10]2)[CH:5]=[C:4]([CH3:17])[C:3]=1[C:18]1[CH:23]=[CH:22][CH:21]=[C:20]([CH2:24][O:25][C:26]2[CH:39]=[CH:38][C:29]3[C@H:30]([CH2:33][C:34]([O:36]C)=[O:35])[CH2:31][O:32][C:28]=3[CH:27]=2)[CH:19]=1.[OH-].[Li+].Cl.O.